Dataset: NCI-60 drug combinations with 297,098 pairs across 59 cell lines. Task: Regression. Given two drug SMILES strings and cell line genomic features, predict the synergy score measuring deviation from expected non-interaction effect. Drug 1: CC1=C2C(C(=O)C3(C(CC4C(C3C(C(C2(C)C)(CC1OC(=O)C(C(C5=CC=CC=C5)NC(=O)C6=CC=CC=C6)O)O)OC(=O)C7=CC=CC=C7)(CO4)OC(=O)C)O)C)OC(=O)C. Drug 2: C1=CC=C(C=C1)NC(=O)CCCCCCC(=O)NO. Cell line: SN12C. Synergy scores: CSS=8.84, Synergy_ZIP=-4.07, Synergy_Bliss=1.33, Synergy_Loewe=-2.65, Synergy_HSA=1.60.